Dataset: Catalyst prediction with 721,799 reactions and 888 catalyst types from USPTO. Task: Predict which catalyst facilitates the given reaction. (1) Product: [CH3:25][O:24][C:17]1[C:18]([O:22][CH3:23])=[CH:19][CH:20]=[CH:21][C:16]=1[N:8]1[C:9]([C:10]2[CH:11]=[CH:12][CH:13]=[CH:14][CH:15]=2)=[C:5]([C:3]([OH:4])=[O:2])[N:6]=[CH:7]1. Reactant: C[O:2][C:3]([C:5]1[N:6]=[CH:7][N:8]([C:16]2[CH:21]=[CH:20][CH:19]=[C:18]([O:22][CH3:23])[C:17]=2[O:24][CH3:25])[C:9]=1[C:10]1[CH:15]=[CH:14][CH:13]=[CH:12][CH:11]=1)=[O:4].[OH-].[Na+].O.Cl. The catalyst class is: 5. (2) Reactant: [NH2:1][C:2]1[NH:7][C:6](=[O:8])[CH:5]=[C:4]([CH3:9])[N:3]=1.[N+:10]([O-])([OH:12])=[O:11].C(OCC)C. Product: [NH2:1][C:2]1[NH:7][C:6](=[O:8])[C:5]([N+:10]([O-:12])=[O:11])=[C:4]([CH3:9])[N:3]=1. The catalyst class is: 82. (3) Reactant: C([O:5][C:6]([CH:8]1[CH:12]([C:13]2[CH:18]=[CH:17][CH:16]=[C:15]([Cl:19])[C:14]=2[F:20])[C:11]([C:23]2[CH:28]=[CH:27][C:26]([Cl:29])=[CH:25][C:24]=2[F:30])([C:21]#[N:22])[CH:10]([CH2:31][C:32]([CH3:35])([CH3:34])[CH3:33])[NH:9]1)=[O:7])(C)(C)C.[F:36][C:37]([F:42])([F:41])[C:38]([OH:40])=[O:39]. Product: [F:36][C:37]([F:42])([F:41])[C:38]([OH:40])=[O:39].[Cl:19][C:15]1[C:14]([F:20])=[C:13]([CH:12]2[C:11]([C:23]3[CH:28]=[CH:27][C:26]([Cl:29])=[CH:25][C:24]=3[F:30])([C:21]#[N:22])[CH:10]([CH2:31][C:32]([CH3:34])([CH3:35])[CH3:33])[NH:9][CH:8]2[C:6]([OH:7])=[O:5])[CH:18]=[CH:17][CH:16]=1. The catalyst class is: 4. (4) Reactant: [Br:1][C:2]1[CH:7]=[C:6]([C:8]([C:14]2[CH:19]=[C:18]([Cl:20])[CH:17]=[C:16]([Cl:21])[CH:15]=2)([OH:13])[C:9]([F:12])([F:11])[F:10])[CH:5]=[C:4]([Br:22])[C:3]=1[NH:23][C:24](=[O:34])[C:25]1[CH:30]=[CH:29][CH:28]=[C:27]([N+:31]([O-])=O)[CH:26]=1.[Sn](Cl)Cl.Cl. Product: [NH2:31][C:27]1[CH:26]=[C:25]([CH:30]=[CH:29][CH:28]=1)[C:24]([NH:23][C:3]1[C:4]([Br:22])=[CH:5][C:6]([C:8]([C:14]2[CH:19]=[C:18]([Cl:20])[CH:17]=[C:16]([Cl:21])[CH:15]=2)([OH:13])[C:9]([F:12])([F:10])[F:11])=[CH:7][C:2]=1[Br:1])=[O:34]. The catalyst class is: 32. (5) Reactant: [CH:1](=O)[C:2]1[CH:7]=[CH:6][CH:5]=[CH:4][CH:3]=1.[C@H:9]1([NH2:16])[CH2:14][CH2:13][CH2:12][CH2:11][C@@H:10]1N.[BH3-][C:18]#[N:19].[Na+]. Product: [CH2:1]([NH:16][C@H:9]1[CH2:10][CH2:11][CH2:12][CH2:13][C@@H:14]1[NH:19][CH2:18][C:2]1[CH:7]=[CH:6][CH:5]=[CH:4][CH:3]=1)[C:2]1[CH:7]=[CH:6][CH:5]=[CH:4][CH:3]=1. The catalyst class is: 5. (6) Reactant: Cl.C(OC([NH:9][C@H:10]([C:16]1[CH:21]=[CH:20][C:19]([Cl:22])=[CH:18][CH:17]=1)[CH2:11][C:12]([O:14][CH3:15])=[O:13])=O)(C)(C)C. Product: [NH2:9][C@H:10]([C:16]1[CH:17]=[CH:18][C:19]([Cl:22])=[CH:20][CH:21]=1)[CH2:11][C:12]([O:14][CH3:15])=[O:13]. The catalyst class is: 2. (7) Reactant: [C:1]([N:5]1[C:9]([C:10]2[CH:15]=[CH:14][C:13]([F:16])=[CH:12][CH:11]=2)=[C:8]([C:17]2[S:18][CH:19]=[C:20]([CH2:22][C:23]([N:25]3[CH2:30][CH2:29]S[CH2:27][CH2:26]3)=[O:24])[N:21]=2)[CH:7]=[N:6]1)([CH3:4])([CH3:3])[CH3:2].O[O:32][S:33]([O-:35])=O.[K+]. Product: [C:1]([N:5]1[C:9]([C:10]2[CH:15]=[CH:14][C:13]([F:16])=[CH:12][CH:11]=2)=[C:8]([C:17]2[S:18][CH:19]=[C:20]([CH2:22][C:23]([N:25]3[CH2:26][CH2:27][S:33](=[O:35])(=[O:32])[CH2:29][CH2:30]3)=[O:24])[N:21]=2)[CH:7]=[N:6]1)([CH3:4])([CH3:3])[CH3:2]. The catalyst class is: 87.